From a dataset of NCI-60 drug combinations with 297,098 pairs across 59 cell lines. Regression. Given two drug SMILES strings and cell line genomic features, predict the synergy score measuring deviation from expected non-interaction effect. Cell line: OVCAR-4. Synergy scores: CSS=4.02, Synergy_ZIP=3.53, Synergy_Bliss=-0.683, Synergy_Loewe=-3.40, Synergy_HSA=-0.862. Drug 1: COC1=CC(=CC(=C1O)OC)C2C3C(COC3=O)C(C4=CC5=C(C=C24)OCO5)OC6C(C(C7C(O6)COC(O7)C8=CC=CS8)O)O. Drug 2: CN(C(=O)NC(C=O)C(C(C(CO)O)O)O)N=O.